The task is: Predict the product of the given reaction.. This data is from Forward reaction prediction with 1.9M reactions from USPTO patents (1976-2016). (1) Given the reactants [CH3:1][C:2]1([OH:5])[CH2:4][CH2:3]1.[O:6]=[C:7]1[CH2:11][CH2:10][C:9](=[O:12])[N:8]1[O:13][C:14](=O)[O:15]N1C(=O)CCC1=O.C(N(CC)CC)C, predict the reaction product. The product is: [CH3:1][C:2]1([O:5][C:14](=[O:15])[O:13][N:8]2[C:9](=[O:12])[CH2:10][CH2:11][C:7]2=[O:6])[CH2:4][CH2:3]1. (2) Given the reactants [NH2:1][C:2]1[CH:3]=[CH:4][CH:5]=[C:6]2[C:11]=1[CH:10]=[C:9]([O:12][C:13]1[CH:14]=[CH:15][C:16]3[N:20]=[C:19]([CH2:21][O:22][C:23]4[CH:36]=[CH:35][C:26]([CH2:27][CH:28]5[S:32][C:31](=[O:33])[NH:30][C:29]5=[O:34])=[CH:25][CH:24]=4)[N:18]([CH3:37])[C:17]=3[CH:38]=1)[CH:8]=[CH:7]2.[C:39]1([CH3:49])[CH:44]=[CH:43][C:42]([S:45](Cl)(=[O:47])=[O:46])=[CH:41][CH:40]=1.C(N(CC)CC)C, predict the reaction product. The product is: [O:33]=[C:31]1[NH:30][C:29](=[O:34])[CH:28]([CH2:27][C:26]2[CH:25]=[CH:24][C:23]([O:22][CH2:21][C:19]3[N:18]([CH3:37])[C:17]4[CH:38]=[C:13]([O:12][C:9]5[CH:10]=[C:11]6[C:6]([CH:5]=[CH:4][CH:3]=[C:2]6[NH:1][S:45]([C:42]6[CH:43]=[CH:44][C:39]([CH3:49])=[CH:40][CH:41]=6)(=[O:47])=[O:46])=[CH:7][CH:8]=5)[CH:14]=[CH:15][C:16]=4[N:20]=3)=[CH:36][CH:35]=2)[S:32]1. (3) Given the reactants [Cl:1][C:2]1[CH:3]=[C:4]2[C:8](=[CH:9][CH:10]=1)[NH:7][C:6]([C:11]([NH:13][C@@H:14]1[CH2:22][C:21]3[C:16](=[CH:17][CH:18]=[CH:19][CH:20]=3)[C@H:15]1[CH2:23][O:24][CH:25]([CH3:33])[C:26]([O:28]C(C)(C)C)=[O:27])=[O:12])=[CH:5]2.FC(F)(F)C(O)=O, predict the reaction product. The product is: [Cl:1][C:2]1[CH:3]=[C:4]2[C:8](=[CH:9][CH:10]=1)[NH:7][C:6]([C:11]([NH:13][C@@H:14]1[CH2:22][C:21]3[C:16](=[CH:17][CH:18]=[CH:19][CH:20]=3)[C@H:15]1[CH2:23][O:24][CH:25]([CH3:33])[C:26]([OH:28])=[O:27])=[O:12])=[CH:5]2. (4) Given the reactants [N+:1]([C:4]1[CH:12]=[C:11]([C:13]([F:16])([F:15])[F:14])[CH:10]=[CH:9][C:5]=1[C:6]([OH:8])=O)([O-:3])=[O:2].C([O:19][C:20](=[O:42])[C:21]([O:24][C:25]1[CH:30]=[CH:29][C:28]([O:31][C:32]2[CH:37]=[CH:36][CH:35]=[C:34]([CH2:38][NH2:39])[CH:33]=2)=[CH:27][C:26]=1[CH2:40]C)([CH3:23])[CH3:22])C, predict the reaction product. The product is: [CH3:23][C:21]([O:24][C:25]1[CH:30]=[CH:29][C:28]([O:31][C:32]2[CH:37]=[CH:36][CH:35]=[C:34]([CH2:38][NH:39][C:6](=[O:8])[C:5]3[CH:9]=[CH:10][C:11]([C:13]([F:16])([F:15])[F:14])=[CH:12][C:4]=3[N+:1]([O-:3])=[O:2])[CH:33]=2)=[CH:27][C:26]=1[CH3:40])([CH3:22])[C:20]([OH:42])=[O:19].